This data is from Catalyst prediction with 721,799 reactions and 888 catalyst types from USPTO. The task is: Predict which catalyst facilitates the given reaction. (1) Reactant: Cl.Cl.[NH2:3][CH:4]1[CH2:9][CH2:8][N:7]([CH2:10][CH:11]2[C:21]3=[C:22]4[C:17](=[CH:18][CH:19]=[C:20]3F)[CH:16]=[CH:15][C:14](=[O:24])[N:13]4[CH2:12]2)[CH2:6][CH2:5]1.[CH3:25][O-:26].[Na+].[Cl-].[NH4+]. Product: [NH2:3][CH:4]1[CH2:9][CH2:8][N:7]([CH2:10][CH:11]2[C:21]3=[C:22]4[C:17](=[CH:18][CH:19]=[C:20]3[O:26][CH3:25])[CH:16]=[CH:15][C:14](=[O:24])[N:13]4[CH2:12]2)[CH2:6][CH2:5]1. The catalyst class is: 5. (2) Reactant: [N:1]1C=NC=N[CH:2]=1.[NH2:7][C:8]1[N:12]([C:13]2[CH:18]=[CH:17][C:16]([Br:19])=[CH:15][CH:14]=2)[N:11]=[CH:10][C:9]=1[C:20](O)=O.B(F)(F)F.CCOCC. Product: [Br:19][C:16]1[CH:17]=[CH:18][C:13]([N:12]2[C:8]3=[N:7][CH:2]=[N:1][CH:20]=[C:9]3[CH:10]=[N:11]2)=[CH:14][CH:15]=1. The catalyst class is: 197. (3) Reactant: [CH2:1]([O:8][C:9]1[CH:14]=[CH:13][C:12]([O:15][CH2:16][C:17]2[CH:22]=[CH:21][CH:20]=[CH:19][CH:18]=2)=[CH:11][C:10]=1[OH:23])[C:2]1[CH:7]=[CH:6][CH:5]=[CH:4][CH:3]=1.Br[CH2:25][C:26]([C:28]1[CH:33]=[CH:32][CH:31]=[CH:30][CH:29]=1)=[O:27].C(=O)([O-])O.[K+].C1OCCOCCOCCOCCOCCOC1. Product: [CH2:1]([O:8][C:9]1[CH:14]=[CH:13][C:12]([O:15][CH2:16][C:17]2[CH:22]=[CH:21][CH:20]=[CH:19][CH:18]=2)=[CH:11][C:10]=1[O:23][CH2:25][C:26]([C:28]1[CH:33]=[CH:32][CH:31]=[CH:30][CH:29]=1)=[O:27])[C:2]1[CH:3]=[CH:4][CH:5]=[CH:6][CH:7]=1. The catalyst class is: 10. (4) Reactant: [NH:1]1[C:9]2[C:4](=[CH:5][CH:6]=[CH:7][CH:8]=2)[CH:3]=[CH:2]1.[OH-:10].[Na+]. Product: [NH:1]1[C:9]2[C:4](=[CH:5][CH:6]=[CH:7][CH:8]=2)[CH:3]=[C:2]1[C:3]([C:4]1[CH:9]=[CH:8][CH:7]=[C:6]([C:2]2[NH:1][C:9]3[C:4]([CH:3]=2)=[CH:5][CH:6]=[CH:7][CH:8]=3)[CH:5]=1)=[O:10]. The catalyst class is: 8. (5) Reactant: [NH:1]1[CH:5]=[CH:4][N:3]=[C:2]1[CH2:6][N:7]([CH2:14][C:15]1[CH:41]=[CH:40][C:18]([CH2:19][N:20]2[C@H:24]([C:25]([O:27]CC)=[O:26])[CH2:23][C:22]3([CH2:34][CH2:33][N:32]([CH:35]([CH2:38][CH3:39])[CH2:36][CH3:37])[CH2:31][CH2:30]3)[CH2:21]2)=[CH:17][CH:16]=1)[CH2:8][C:9]1[NH:10][CH:11]=[CH:12][N:13]=1.[OH-].[Na+].Cl.[Cl-].[Ca+2:46].[Cl-]. Product: [NH:1]1[CH:5]=[CH:4][N:3]=[C:2]1[CH2:6][N:7]([CH2:14][C:15]1[CH:16]=[CH:17][C:18]([CH2:19][N:20]2[C@H:24]([C:25]([OH:27])=[O:26])[CH2:23][C:22]3([CH2:34][CH2:33][N:32]([CH:35]([CH2:36][CH3:37])[CH2:38][CH3:39])[CH2:31][CH2:30]3)[CH2:21]2)=[CH:40][CH:41]=1)[CH2:8][C:9]1[NH:13][CH:12]=[CH:11][N:10]=1.[NH:1]1[CH:5]=[CH:4][N:3]=[C:2]1[CH2:6][N:7]([CH2:14][C:15]1[CH:16]=[CH:17][C:18]([CH2:19][N:20]2[C@H:24]([C:25]([OH:27])=[O:26])[CH2:23][C:22]3([CH2:34][CH2:33][N:32]([CH:35]([CH2:36][CH3:37])[CH2:38][CH3:39])[CH2:31][CH2:30]3)[CH2:21]2)=[CH:40][CH:41]=1)[CH2:8][C:9]1[NH:13][CH:12]=[CH:11][N:10]=1.[Ca:46]. The catalyst class is: 40. (6) Reactant: [CH2:1]1[O:9][C:8]2[CH:7]=[CH:6][C:5]([CH:10]3[C:22]4[NH:21][C:20]5[C:15](=[CH:16][CH:17]=[CH:18][CH:19]=5)[C:14]=4[CH2:13][CH2:12][NH:11]3)=[CH:4][C:3]=2[O:2]1.Cl.[N:24]1[CH:29]=[CH:28][C:27]([CH2:30]Cl)=[CH:26][CH:25]=1.C1CCN2C(=NCCC2)CC1.O. Product: [CH2:1]1[O:9][C:8]2[CH:7]=[CH:6][C:5]([CH:10]3[C:22]4[NH:21][C:20]5[C:15](=[CH:16][CH:17]=[CH:18][CH:19]=5)[C:14]=4[CH2:13][CH2:12][N:11]3[CH2:30][C:27]3[CH:28]=[CH:29][N:24]=[CH:25][CH:26]=3)=[CH:4][C:3]=2[O:2]1. The catalyst class is: 39. (7) Reactant: [C:1]([C:4]1[CH:9]=[CH:8][C:7]([NH:10][C:11]([C@@H:13]2[NH:27][C@@H:26]([CH2:28][C:29]([CH3:32])([CH3:31])[CH3:30])[C@:15]3([C:19]4[CH:20]=[N:21][C:22]([Cl:24])=[CH:23][C:18]=4[NH:17][C:16]3=[O:25])[C@H:14]2[C:33]2[CH:38]=[CH:37][CH:36]=[C:35]([Cl:39])[C:34]=2[F:40])=[O:12])=[C:6]([O:41][CH3:42])[CH:5]=1)(=[O:3])[NH2:2].[C:43]([OH:46])(=O)[CH3:44].[Si]([O:54][CH2:55][CH:56]=[O:57])(C(C)(C)C)(C)C.[OH-].[Na+]. Product: [Cl:24][C:22]1[N:21]=[CH:20][C:19]2[C@:15]3([C@H:26]([CH2:28][C:29]([CH3:32])([CH3:31])[CH3:30])[N:27]4[C@H:44]([CH2:43][OH:46])[N:10]([C:7]5[CH:8]=[CH:9][C:4]([C:1]([NH2:2])=[O:3])=[CH:5][C:6]=5[O:41][CH3:42])[C:11](=[O:12])[C@H:13]4[C@@H:14]3[C:33]3[CH:38]=[CH:37][CH:36]=[C:35]([Cl:39])[C:34]=3[F:40])[C:16](=[O:25])[N:17]([CH:56]([OH:57])[CH2:55][OH:54])[C:18]=2[CH:23]=1. The catalyst class is: 46. (8) Reactant: [CH2:1]([N:8]1[CH:12]=[CH:11][CH:10]=[C:9]1[CH:13]=[O:14])[C:2]1[CH:7]=[CH:6][CH:5]=[CH:4][CH:3]=1.[CH:15]([Mg]Br)([CH3:17])[CH3:16]. Product: [CH2:1]([N:8]1[CH:12]=[CH:11][CH:10]=[C:9]1[CH:13]([OH:14])[CH:15]([CH3:17])[CH3:16])[C:2]1[CH:3]=[CH:4][CH:5]=[CH:6][CH:7]=1. The catalyst class is: 1. (9) Reactant: C(Cl)(Cl)Cl.[SH:5][C:6]1[C:7]([NH:16][C:17]([C:19]2([CH2:25][CH:26]([CH2:29][CH3:30])[CH2:27][CH3:28])[CH2:24][CH2:23][CH2:22][CH2:21][CH2:20]2)=[O:18])=[CH:8][C:9]2[C:14]([CH:15]=1)=[CH:13][CH:12]=[CH:11][CH:10]=2.[C:31](Cl)(=[O:35])[CH:32]([CH3:34])[CH3:33]. Product: [CH2:27]([CH:26]([CH2:29][CH3:30])[CH2:25][C:19]1([C:17]([NH:16][C:7]2[C:6]([S:5][C:31](=[O:35])[CH:32]([CH3:34])[CH3:33])=[CH:15][C:14]3[C:9]([CH:8]=2)=[CH:10][CH:11]=[CH:12][CH:13]=3)=[O:18])[CH2:20][CH2:21][CH2:22][CH2:23][CH2:24]1)[CH3:28]. The catalyst class is: 17. (10) Reactant: C(C(CCCC)C([O-])=O)C.[Na+:11].[Cl:12][C:13]1[CH:38]=[CH:37][C:16]2[C:17](=[O:36])[N:18]=[C:19]([C:21]3[N:26]=[C:25]([CH2:27][CH2:28][C:29]([OH:31])=[O:30])[CH:24]=[C:23]([S:32]([CH3:35])(=[O:34])=[O:33])[CH:22]=3)[S:20][C:15]=2[CH:14]=1. Product: [Cl:12][C:13]1[CH:38]=[CH:37][C:16]2[C:17](=[O:36])[N:18]=[C:19]([C:21]3[N:26]=[C:25]([CH2:27][CH2:28][C:29]([O-:31])=[O:30])[CH:24]=[C:23]([S:32]([CH3:35])(=[O:33])=[O:34])[CH:22]=3)[S:20][C:15]=2[CH:14]=1.[Na+:11]. The catalyst class is: 21.